From a dataset of Full USPTO retrosynthesis dataset with 1.9M reactions from patents (1976-2016). Predict the reactants needed to synthesize the given product. (1) Given the product [Cl:1][C:2]1[CH:3]=[CH:4][C:5]([O:10][CH2:18][C:19]([O:21][C:22]([CH3:25])([CH3:24])[CH3:23])=[O:20])=[C:6]([CH:7]=[O:8])[CH:9]=1, predict the reactants needed to synthesize it. The reactants are: [Cl:1][C:2]1[CH:3]=[CH:4][C:5]([OH:10])=[C:6]([CH:9]=1)[CH:7]=[O:8].C(=O)([O-])[O-].[K+].[K+].Br[CH2:18][C:19]([O:21][C:22]([CH3:25])([CH3:24])[CH3:23])=[O:20]. (2) Given the product [CH:33]1[C:32]2[CH:6]([CH2:3][O:7][C:8]([NH:10][C@@H:11]([CH2:16][C:48]3[CH:53]=[C:52]([Cl:54])[C:51]([F:55])=[C:50]([Cl:56])[CH:49]=3)[C:12]([OH:14])=[O:13])=[O:9])[C:25]3[C:26](=[CH:27][CH:28]=[CH:29][CH:30]=3)[C:31]=2[CH:36]=[CH:35][CH:34]=1.[C:3]([O:7][C:8]([NH:10][C@@H:11]([CH2:16][C:48]1[CH:53]=[C:52]([Cl:54])[C:51]([F:55])=[C:50]([Cl:56])[CH:49]=1)[C:12]([O:14][CH3:15])=[O:13])=[O:9])([CH3:6])([CH3:5])[CH3:4], predict the reactants needed to synthesize it. The reactants are: II.[C:3]([O:7][C:8]([NH:10][C@@H:11]([CH2:16]I)[C:12]([O:14][CH3:15])=[O:13])=[O:9])([CH3:6])([CH3:5])[CH3:4].C1(P(C2CCCCC2)[C:25]2[CH:30]=[CH:29][CH:28]=[CH:27][C:26]=2[C:31]2[C:36](OC)=[CH:35][CH:34]=[CH:33][C:32]=2OC)CCCCC1.Br[C:48]1[CH:49]=[C:50]([Cl:56])[C:51]([F:55])=[C:52]([Cl:54])[CH:53]=1.